Dataset: Full USPTO retrosynthesis dataset with 1.9M reactions from patents (1976-2016). Task: Predict the reactants needed to synthesize the given product. Given the product [CH2:1]([N:29]([CH3:27])[C:11]1[CH:12]=[C:13]([CH2:14][N:15]2[CH2:20][CH2:19][O:18][CH2:17][CH2:16]2)[CH:21]=[CH:22][C:23]=1[N+:24]([O-:26])=[O:25])[C:2]1[CH:3]=[CH:4][CH:5]=[CH:6][CH:7]=1, predict the reactants needed to synthesize it. The reactants are: [CH2:1](CN)[C:2]1[CH:7]=[CH:6][CH:5]=[CH:4][CH:3]=1.F[C:11]1[CH:12]=[C:13]([CH:21]=[CH:22][C:23]=1[N+:24]([O-:26])=[O:25])[CH2:14][N:15]1[CH2:20][CH2:19][O:18][CH2:17][CH2:16]1.[C:27](#[N:29])C.